From a dataset of NCI-60 drug combinations with 297,098 pairs across 59 cell lines. Regression. Given two drug SMILES strings and cell line genomic features, predict the synergy score measuring deviation from expected non-interaction effect. Drug 1: CC1C(C(CC(O1)OC2CC(CC3=C2C(=C4C(=C3O)C(=O)C5=C(C4=O)C(=CC=C5)OC)O)(C(=O)CO)O)N)O.Cl. Drug 2: CCC1=CC2CC(C3=C(CN(C2)C1)C4=CC=CC=C4N3)(C5=C(C=C6C(=C5)C78CCN9C7C(C=CC9)(C(C(C8N6C)(C(=O)OC)O)OC(=O)C)CC)OC)C(=O)OC.C(C(C(=O)O)O)(C(=O)O)O. Cell line: SK-OV-3. Synergy scores: CSS=29.9, Synergy_ZIP=-3.37, Synergy_Bliss=-3.58, Synergy_Loewe=-6.73, Synergy_HSA=-2.02.